This data is from Forward reaction prediction with 1.9M reactions from USPTO patents (1976-2016). The task is: Predict the product of the given reaction. (1) The product is: [CH3:10][O:11][C:12]1[CH:17]=[C:16]([N+:18]([O-:20])=[O:19])[CH:15]=[CH:14][C:13]=1[N:21]1[C:3](=[O:5])[CH:2]2[CH2:6][CH2:7][CH2:8][CH2:9][N:1]2[C:22]1=[O:23]. Given the reactants [NH:1]1[CH2:9][CH2:8][CH2:7][CH2:6][CH:2]1[C:3]([OH:5])=O.[CH3:10][O:11][C:12]1[CH:17]=[C:16]([N+:18]([O-:20])=[O:19])[CH:15]=[CH:14][C:13]=1[N:21]=[C:22]=[O:23].[OH-].[Na+], predict the reaction product. (2) Given the reactants CC1C=CC(S(O[CH2:12][CH:13]2[CH2:17][C:16]3[CH:18]=[C:19]([CH3:29])[CH:20]=[C:21]([C:22]4[CH:27]=[CH:26][C:25]([F:28])=[CH:24][CH:23]=4)[C:15]=3[O:14]2)(=O)=O)=CC=1.[CH3:30][NH2:31], predict the reaction product. The product is: [F:28][C:25]1[CH:26]=[CH:27][C:22]([C:21]2[C:15]3[O:14][CH:13]([CH2:12][NH:31][CH3:30])[CH2:17][C:16]=3[CH:18]=[C:19]([CH3:29])[CH:20]=2)=[CH:23][CH:24]=1. (3) Given the reactants [NH2:1][C:2]1[CH:3]=[C:4]([C:8]2[C:16]3[O:15][C:14]([C:17]([NH:19][C@@H:20]4[CH:25]5[CH2:26][CH2:27][N:22]([CH2:23][CH2:24]5)[CH2:21]4)=[O:18])=[CH:13][C:12]=3[CH:11]=[CH:10][CH:9]=2)[CH:5]=[CH:6][CH:7]=1.[C:28]([Cl:33])(=[O:32])[CH:29]([CH3:31])[CH3:30], predict the reaction product. The product is: [ClH:33].[N:22]12[CH2:23][CH2:24][CH:25]([CH2:26][CH2:27]1)[C@@H:20]([NH:19][C:17]([C:14]1[O:15][C:16]3[C:8]([C:4]4[CH:5]=[CH:6][CH:7]=[C:2]([NH:1][C:28](=[O:32])[CH:29]([CH3:31])[CH3:30])[CH:3]=4)=[CH:9][CH:10]=[CH:11][C:12]=3[CH:13]=1)=[O:18])[CH2:21]2. (4) Given the reactants Cl[C:2]1[CH:3]=[CH:4][C:5]2[N:6]([C:8]([CH:11]([C:13]3[CH:14]=[C:15]4[C:20](=[CH:21][CH:22]=3)[N:19]=[CH:18][CH:17]=[CH:16]4)[OH:12])=[CH:9][N:10]=2)[N:7]=1.[F-].[K+].[CH2:25]([NH2:29])[CH:26]([CH3:28])[CH3:27], predict the reaction product. The product is: [CH2:25]([NH:29][C:2]1[CH:3]=[CH:4][C:5]2[N:6]([C:8]([CH:11]([C:13]3[CH:14]=[C:15]4[C:20](=[CH:21][CH:22]=3)[N:19]=[CH:18][CH:17]=[CH:16]4)[OH:12])=[CH:9][N:10]=2)[N:7]=1)[CH:26]([CH3:28])[CH3:27]. (5) Given the reactants [Cl:1][C:2]1[CH:17]=[CH:16][C:5]([O:6][C@H:7]([CH3:15])[CH2:8][CH2:9][O:10]S(C)(=O)=O)=[C:4]([O:18][C:19]2[CH:24]=[CH:23][CH:22]=[CH:21][CH:20]=2)[CH:3]=1.C([O:27][C:28](=[O:42])[CH2:29][CH2:30][C:31]1[CH:36]=[CH:35][C:34](O)=[CH:33][C:32]=1[C:38]([F:41])([F:40])[F:39])C, predict the reaction product. The product is: [Cl:1][C:2]1[CH:17]=[CH:16][C:5]([O:6][C@H:7]([CH3:15])[CH2:8][CH2:9][O:10][C:34]2[CH:35]=[CH:36][C:31]([CH2:30][CH2:29][C:28]([OH:42])=[O:27])=[C:32]([C:38]([F:39])([F:41])[F:40])[CH:33]=2)=[C:4]([O:18][C:19]2[CH:24]=[CH:23][CH:22]=[CH:21][CH:20]=2)[CH:3]=1. (6) Given the reactants [NH2:1][C:2]([NH2:4])=[S:3].[Br:5][CH2:6][CH2:7][CH2:8][CH2:9][CH2:10][CH3:11], predict the reaction product. The product is: [BrH:5].[CH2:6]([S:3][C:2](=[NH:4])[NH2:1])[CH2:7][CH2:8][CH2:9][CH2:10][CH3:11]. (7) Given the reactants [CH:1]1([CH:4]([N:6]2[CH:11]=[CH:10][C:9]([O:12][CH3:13])=[C:8]([C:14]#[N:15])[C:7]2=[O:16])[CH3:5])[CH2:3][CH2:2]1.[Br:17]N1C(=O)CCC1=O, predict the reaction product. The product is: [Br:17][C:10]1[C:9]([O:12][CH3:13])=[C:8]([C:14]#[N:15])[C:7](=[O:16])[N:6]([CH:4]([CH:1]2[CH2:3][CH2:2]2)[CH3:5])[CH:11]=1. (8) Given the reactants [CH2:1]([O:3][C:4]1[CH:5]=[C:6]([C:13]2[O:17][N:16]=[C:15]([C:18]3[CH:19]=[CH:20][C:21]4[O:25][C:24]([CH2:26][OH:27])=[CH:23][C:22]=4[CH:28]=3)[N:14]=2)[CH:7]=[CH:8][C:9]=1[O:10][CH2:11][CH3:12])[CH3:2], predict the reaction product. The product is: [CH2:1]([O:3][C:4]1[CH:5]=[C:6]([C:13]2[O:17][N:16]=[C:15]([C:18]3[CH:19]=[CH:20][C:21]4[O:25][C:24]([CH:26]=[O:27])=[CH:23][C:22]=4[CH:28]=3)[N:14]=2)[CH:7]=[CH:8][C:9]=1[O:10][CH2:11][CH3:12])[CH3:2]. (9) Given the reactants C1(N2[C:12](=[O:13])[C:11]3[S:14][CH:15]=[C:16]([C:17]4[CH:22]=[CH:21][CH:20]=[CH:19][CH:18]=4)[C:10]=3[N:9]=[CH:8]2)C=CC=CC=1.NC1C(C2C=CC=CC=2)=CSC=1C(OC)=O.C(OCC)(OCC)OCC.[CH3:49][O:50][C:51]1[CH:52]=[C:53]([CH:55]=[CH:56][C:57]=1[O:58][CH3:59])[NH2:54], predict the reaction product. The product is: [CH3:49][O:50][C:51]1[CH:52]=[C:53]([N:54]2[C:12](=[O:13])[C:11]3[S:14][CH:15]=[C:16]([C:17]4[CH:22]=[CH:21][CH:20]=[CH:19][CH:18]=4)[C:10]=3[N:9]=[CH:8]2)[CH:55]=[CH:56][C:57]=1[O:58][CH3:59].